The task is: Binary Classification. Given a drug SMILES string, predict its activity (active/inactive) in a high-throughput screening assay against a specified biological target.. This data is from HIV replication inhibition screening data with 41,000+ compounds from the AIDS Antiviral Screen. (1) The result is 0 (inactive). The molecule is O=[N+]([O-])C=Cc1cn(CCCCCCCCCCCCn2cc(C=C[N+](=O)[O-])c3ccccc32)c2ccccc12. (2) The compound is OCC1CCC(n2cnc3c(O)ncnc32)O1. The result is 1 (active). (3) The compound is O=C1NC(N2CCOCC2)=NC1=Cc1cccs1. The result is 0 (inactive). (4) The result is 0 (inactive). The compound is COc1c(Cl)cc(C(=CCC(=O)NC2CCC3(C)C(CCC4C3CCC3(C)C(C(C)CCCC(C)C)CCC43)C2)c2cc(Cl)c(OC)c(C(=O)O)c2)cc1C(=O)O.N. (5) The molecule is CC1(c2nc3cc(Cl)c(Cl)cc3[nH]2)CCC(CO)C(C)(C)O1. The result is 0 (inactive). (6) The drug is CC(=NNC(=S)Nc1ccc(C)cc1)c1cccc(C(C)=NNC(=S)Nc2ccc(C)cc2)n1. The result is 0 (inactive).